Dataset: Catalyst prediction with 721,799 reactions and 888 catalyst types from USPTO. Task: Predict which catalyst facilitates the given reaction. (1) Reactant: Br[C:2]1[CH:11]=[C:10]2[C:5]([C:6]([OH:25])=[C:7]([C:14]([NH:16][CH2:17][C:18]([O:20]C(C)(C)C)=[O:19])=[O:15])[C:8](=[O:13])[N:9]2[CH3:12])=[CH:4][CH:3]=1.C(Cl)(Cl)Cl.CC(C1C=C(C(C)C)C(C2C=CC=CC=2P(C2CCCCC2)C2CCCCC2)=C(C(C)C)C=1)C.[NH:64]1[CH2:69][CH2:68][CH2:67][CH2:66][CH2:65]1.CC(C)([O-])C.[Na+]. Product: [OH:25][C:6]1[C:5]2[C:10](=[CH:11][C:2]([N:64]3[CH2:69][CH2:68][CH2:67][CH2:66][CH2:65]3)=[CH:3][CH:4]=2)[N:9]([CH3:12])[C:8](=[O:13])[C:7]=1[C:14]([NH:16][CH2:17][C:18]([OH:20])=[O:19])=[O:15]. The catalyst class is: 62. (2) Reactant: Br[C:2]1[N:7]=[C:6]([C:8]2[CH:13]=[CH:12][CH:11]=[CH:10][N:9]=2)[CH:5]=[CH:4][CH:3]=1.[Li]CCCC.N1([CH:25]=[O:26])CCCCC1.[NH4+].[Cl-]. Product: [N:7]1[C:2]([CH:25]=[O:26])=[CH:3][CH:4]=[CH:5][C:6]=1[C:8]1[CH:13]=[CH:12][CH:11]=[CH:10][N:9]=1. The catalyst class is: 49. (3) Reactant: [F:1][C:2]1[CH:7]=[CH:6][C:5]([NH:8][CH2:9][C:10]2[CH:11]=[CH:12][C:13]([N:16]([CH2:19][CH3:20])[CH2:17][CH3:18])=[N:14][CH:15]=2)=[CH:4][CH:3]=1.C(N(CC)CC)C.[CH3:28][C:29]([CH3:34])([CH3:33])[C:30](Cl)=[O:31]. Product: [CH2:17]([N:16]([CH2:19][CH3:20])[C:13]1[N:14]=[CH:15][C:10]([CH2:9][N:8]([C:5]2[CH:6]=[CH:7][C:2]([F:1])=[CH:3][CH:4]=2)[C:30](=[O:31])[C:29]([CH3:34])([CH3:33])[CH3:28])=[CH:11][CH:12]=1)[CH3:18]. The catalyst class is: 389. (4) Reactant: [CH2:1]1[C:10]2[CH:9]=[CH:8][CH:7]=[C:6]([OH:11])[C:5]=2[CH2:4][CH2:3][NH:2]1.Cl.[C:13](O[C:13]([O:15][C:16]([CH3:19])([CH3:18])[CH3:17])=[O:14])([O:15][C:16]([CH3:19])([CH3:18])[CH3:17])=[O:14].[OH-].[Na+]. Product: [OH:11][C:6]1[CH:7]=[CH:8][CH:9]=[C:10]2[C:5]=1[CH2:4][CH2:3][N:2]([C:13]([O:15][C:16]([CH3:19])([CH3:18])[CH3:17])=[O:14])[CH2:1]2. The catalyst class is: 12. (5) Reactant: [C:1]([O:5][C:6]([NH:8][C:9]1[CH:14]=[CH:13][CH:12]=[CH:11][C:10]=1[NH:15][C:16]([C:18]1[S:22][C:21]([C:23]([OH:25])=O)=[CH:20][CH:19]=1)=[O:17])=[O:7])([CH3:4])([CH3:3])[CH3:2].C(N1C=CN=C1)(N1C=CN=C1)=O.[CH3:38][CH:39]([NH2:43])[CH2:40][CH2:41][CH3:42]. Product: [C:1]([O:5][C:6](=[O:7])[NH:8][C:9]1[CH:14]=[CH:13][CH:12]=[CH:11][C:10]=1[NH:15][C:16]([C:18]1[S:22][C:21]([C:23](=[O:25])[NH:43][CH:39]([CH3:38])[CH2:40][CH2:41][CH3:42])=[CH:20][CH:19]=1)=[O:17])([CH3:4])([CH3:3])[CH3:2]. The catalyst class is: 1. (6) Reactant: [NH2:1][C:2]1[CH:9]=[CH:8][C:5]([C:6]#[N:7])=[CH:4][CH:3]=1.[N-:10]=[N+:11]=[N-:12].[Na+].[Cl-].[NH4+]. Product: [NH2:1][C:2]1[CH:9]=[CH:8][C:5]([C:6]2[N:10]=[N:11][NH:12][N:7]=2)=[CH:4][CH:3]=1. The catalyst class is: 3. (7) Reactant: C[Si]([N-][Si](C)(C)C)(C)C.[Na+].[CH2:11]([O:18][C:19]1[CH:26]=[CH:25][C:22]([CH:23]=[O:24])=[CH:21][CH:20]=1)[C:12]1[CH:17]=[CH:16][CH:15]=[CH:14][CH:13]=1.[CH3:27][O:28][CH2:29][C:30]([O:32][CH3:33])=[O:31].Cl. Product: [OH:24][CH:23]([C:22]1[CH:21]=[CH:20][C:19]([O:18][CH2:11][C:12]2[CH:13]=[CH:14][CH:15]=[CH:16][CH:17]=2)=[CH:26][CH:25]=1)[CH:29]([O:28][CH3:27])[C:30]([O:32][CH3:33])=[O:31]. The catalyst class is: 20. (8) Reactant: [NH:1]1[C:9]2[C:4](=[CH:5][C:6]([C:10]3[C:18]4[C:17]([NH2:19])=[N:16][CH:15]=[N:14][C:13]=4[O:12][CH:11]=3)=[CH:7][CH:8]=2)[CH2:3][CH2:2]1.CN(C(ON1N=NC2C=CC=NC1=2)=[N+](C)C)C.F[P-](F)(F)(F)(F)F.CCN(C(C)C)C(C)C.[CH3:53][C:54]1[CH:55]=[C:56]([CH2:60][C:61](O)=[O:62])[CH:57]=[CH:58][CH:59]=1. Product: [CH3:53][C:54]1[CH:55]=[C:56]([CH2:60][C:61]([N:1]2[C:9]3[C:4](=[CH:5][C:6]([C:10]4[C:18]5[C:17]([NH2:19])=[N:16][CH:15]=[N:14][C:13]=5[O:12][CH:11]=4)=[CH:7][CH:8]=3)[CH2:3][CH2:2]2)=[O:62])[CH:57]=[CH:58][CH:59]=1. The catalyst class is: 655.